This data is from Catalyst prediction with 721,799 reactions and 888 catalyst types from USPTO. The task is: Predict which catalyst facilitates the given reaction. (1) Reactant: [C:1]([N:4]1[CH2:9][CH2:8][C:7](=O)/[C:6](=[C:11](/[NH:14][C:15]2[CH:20]=[CH:19][CH:18]=[C:17]([Br:21])[CH:16]=2)\SC)/[CH2:5]1)(=[O:3])[CH3:2].O.[NH2:23][NH2:24]. Product: [Br:21][C:17]1[CH:16]=[C:15]([NH:14][C:11]2[C:6]3[CH2:5][N:4]([C:1](=[O:3])[CH3:2])[CH2:9][CH2:8][C:7]=3[NH:24][N:23]=2)[CH:20]=[CH:19][CH:18]=1. The catalyst class is: 14. (2) The catalyst class is: 571. Reactant: [CH:1]([CH:3]1[S:7][C:6]([C:8]2[NH:9][C:10]3[C:15]([CH:16]=2)=[CH:14][CH:13]=[CH:12][C:11]=3[N:17]([CH3:27])[S:18]([C:21]2[CH:26]=[CH:25][CH:24]=[CH:23][N:22]=2)(=[O:20])=[O:19])=[N:5][CH2:4]1)=O.[ClH:28].[NH:29]1[CH2:33][CH2:32][C:31](=[O:34])[CH2:30]1.C(O[BH-](OC(=O)C)OC(=O)C)(=O)C.[Na+].[Cl-].[NH4+]. Product: [ClH:28].[ClH:28].[CH3:27][N:17]([C:11]1[CH:12]=[CH:13][CH:14]=[C:15]2[C:10]=1[NH:9][C:8]([C:6]1[S:7][CH:3]([CH2:1][N:29]3[CH2:33][CH2:32][C:31](=[O:34])[CH2:30]3)[CH2:4][N:5]=1)=[CH:16]2)[S:18]([C:21]1[CH:26]=[CH:25][CH:24]=[CH:23][N:22]=1)(=[O:20])=[O:19]. (3) Reactant: [CH:1]1([C:5]#[N:6])[CH2:4][CH2:3][CH2:2]1.C([N-]C(C)C)(C)C.[Li+].[O:15]=[C:16]1[CH2:20][CH2:19][N:18]([C:21]([O:23][C:24]([CH3:27])([CH3:26])[CH3:25])=[O:22])[CH2:17]1.CCOC(C)=O. Product: [C:5]([C:1]1([C:16]2([OH:15])[CH2:20][CH2:19][N:18]([C:21]([O:23][C:24]([CH3:26])([CH3:25])[CH3:27])=[O:22])[CH2:17]2)[CH2:4][CH2:3][CH2:2]1)#[N:6]. The catalyst class is: 1. (4) Reactant: [Cl:1][C:2]1[CH:3]=[CH:4][C:5]([S:8][C:9]2[N:13]([CH3:14])[CH:12]=[N:11][C:10]=2[C:15]2[CH:20]=[CH:19][C:18]([C@H:21]3[CH2:23][C@@H:22]3[C:24]([NH:26][CH3:27])=[O:25])=[CH:17][CH:16]=2)=[N:6][CH:7]=1.[H-].[Na+].[CH3:30]N(C=O)C. Product: [Cl:1][C:2]1[CH:3]=[CH:4][C:5]([S:8][C:9]2[N:13]([CH3:14])[CH:12]=[N:11][C:10]=2[C:15]2[CH:20]=[CH:19][C:18]([C@H:21]3[CH2:23][C@@H:22]3[C:24]([N:26]([CH3:30])[CH3:27])=[O:25])=[CH:17][CH:16]=2)=[N:6][CH:7]=1. The catalyst class is: 6. (5) Reactant: [O:1]1[CH2:6][CH2:5][CH:4]([NH2:7])[CH2:3][CH2:2]1.C(N(C(C)C)CC)(C)C.[CH3:17][C:18]([O:21][C:22]([N:24]([C:42]([O:44][C:45]([CH3:48])([CH3:47])[CH3:46])=[O:43])[N:25]([C:33]1[C:38]([F:39])=[C:37](Cl)[N:36]=[C:35]([Cl:41])[N:34]=1)[C:26]([O:28][C:29]([CH3:32])([CH3:31])[CH3:30])=[O:27])=[O:23])([CH3:20])[CH3:19]. Product: [CH3:20][C:18]([O:21][C:22]([N:24]([C:42]([O:44][C:45]([CH3:48])([CH3:47])[CH3:46])=[O:43])[N:25]([C:33]1[C:38]([F:39])=[C:37]([NH:7][CH:4]2[CH2:5][CH2:6][O:1][CH2:2][CH2:3]2)[N:36]=[C:35]([Cl:41])[N:34]=1)[C:26]([O:28][C:29]([CH3:30])([CH3:31])[CH3:32])=[O:27])=[O:23])([CH3:17])[CH3:19]. The catalyst class is: 3.